This data is from Catalyst prediction with 721,799 reactions and 888 catalyst types from USPTO. The task is: Predict which catalyst facilitates the given reaction. (1) Reactant: [C:1]([C:3]1[CH:4]=[C:5]2[C:10](=[CH:11][CH:12]=1)[N:9]=[C:8]([C:13]([NH:15][CH2:16][C:17]1[CH:22]=[CH:21][CH:20]=[C:19]([NH:23][C:24](=[O:51])[CH2:25][CH2:26][C:27]3[N:31]=[CH:30][N:29](C(C4C=CC=CC=4)(C4C=CC=CC=4)C4C=CC=CC=4)[N:28]=3)[CH:18]=1)=[O:14])[NH:7][C:6]2=[O:52])#[N:2].C([SiH](CC)CC)C.FC(F)(F)C(O)=O. Product: [C:1]([C:3]1[CH:4]=[C:5]2[C:10](=[CH:11][CH:12]=1)[N:9]=[C:8]([C:13]([NH:15][CH2:16][C:17]1[CH:22]=[CH:21][CH:20]=[C:19]([NH:23][C:24](=[O:51])[CH2:25][CH2:26][C:27]3[N:31]=[CH:30][NH:29][N:28]=3)[CH:18]=1)=[O:14])[NH:7][C:6]2=[O:52])#[N:2]. The catalyst class is: 4. (2) Reactant: ClC(Cl)(Cl)[C:3]([C:5]1[NH:6][CH:7]=[C:8]([I:10])[CH:9]=1)=[O:4].[CH3:13][O-:14].[Na+]. Product: [CH3:13][O:14][C:3]([C:5]1[NH:6][CH:7]=[C:8]([I:10])[CH:9]=1)=[O:4]. The catalyst class is: 5. (3) Reactant: [C:1]([O:5][C:6]([NH:8][C@@H:9]([CH2:13][CH3:14])[C:10]([OH:12])=O)=[O:7])([CH3:4])([CH3:3])[CH3:2].[NH2:15][C:16]1[CH:30]=[CH:29][CH:28]=[C:27]([Cl:31])[C:17]=1[C:18]([NH:20][C:21]1[CH:26]=[CH:25][CH:24]=[CH:23][CH:22]=1)=[O:19].CCN(C(C)C)C(C)C.CN(C(ON1N=NC2C=CC=NC1=2)=[N+](C)C)C.F[P-](F)(F)(F)(F)F. Product: [C:1]([O:5][C:6](=[O:7])[NH:8][C@@H:9]([CH2:13][CH3:14])[C:10]([NH:15][C:16]1[CH:30]=[CH:29][CH:28]=[C:27]([Cl:31])[C:17]=1[C:18](=[O:19])[NH:20][C:21]1[CH:22]=[CH:23][CH:24]=[CH:25][CH:26]=1)=[O:12])([CH3:2])([CH3:3])[CH3:4]. The catalyst class is: 2. (4) Reactant: [H-].[Na+].[CH2:3]([OH:10])[C:4]1[CH:9]=[CH:8][CH:7]=[CH:6][CH:5]=1.[Cl:11][C:12]1[CH:17]=[C:16](Cl)[N:15]=[CH:14][N:13]=1.[Cl-].[NH4+]. Product: [Cl:11][C:12]1[CH:17]=[C:16]([O:10][CH2:3][C:4]2[CH:9]=[CH:8][CH:7]=[CH:6][CH:5]=2)[N:15]=[CH:14][N:13]=1. The catalyst class is: 7. (5) Reactant: [H-].[Na+].Cl.[NH2:4][C:5]([NH2:7])=[NH:6].Cl[C:9]1[C:18]2[C:13](=[CH:14][CH:15]=[C:16]([S:19]([NH:22][C:23]3([C:29]([O:31][CH3:32])=[O:30])[CH2:28][CH2:27][CH2:26][CH2:25][CH2:24]3)(=[O:21])=[O:20])[CH:17]=2)[C:12]([Cl:33])=[CH:11][N:10]=1.O. Product: [Cl:33][C:12]1[C:13]2[C:18](=[CH:17][C:16]([S:19]([NH:22][C:23]3([C:29]([O:31][CH3:32])=[O:30])[CH2:28][CH2:27][CH2:26][CH2:25][CH2:24]3)(=[O:20])=[O:21])=[CH:15][CH:14]=2)[C:9]([NH:6][C:5]([NH2:7])=[NH:4])=[N:10][CH:11]=1. The catalyst class is: 16. (6) Reactant: [NH2:1][C:2]1[C:3]([CH:22]2[CH2:24][CH2:23]2)=[CH:4][C:5]2[C:9]([CH:10]=1)=[N:8][N:7]([C:11]1[CH:16]=[CH:15][C:14]([Br:17])=[CH:13][CH:12]=1)[C:6]=2[C:18]([NH:20][CH3:21])=[O:19].[F:25][CH:26]([F:31])[S:27](Cl)(=[O:29])=[O:28]. Product: [Br:17][C:14]1[CH:13]=[CH:12][C:11]([N:7]2[C:6]([C:18]([NH:20][CH3:21])=[O:19])=[C:5]3[C:9]([CH:10]=[C:2]([NH:1][S:27]([CH:26]([F:31])[F:25])(=[O:29])=[O:28])[C:3]([CH:22]4[CH2:24][CH2:23]4)=[CH:4]3)=[N:8]2)=[CH:16][CH:15]=1. The catalyst class is: 17. (7) Reactant: [OH:1][C:2]1[CH:3]=[C:4]([S:9]([C:12]2[CH:17]=[CH:16][C:15]([CH2:18][CH2:19][NH:20][C:21](=[O:26])[C:22]([F:25])([F:24])[F:23])=[CH:14][CH:13]=2)(=[O:11])=[O:10])[CH:5]=[CH:6][C:7]=1[OH:8].[C:27](=O)([O-])[O-].[K+].[K+].IC. Product: [F:24][C:22]([F:25])([F:23])[C:21]([NH:20][CH2:19][CH2:18][C:15]1[CH:14]=[CH:13][C:12]([S:9]([C:4]2[CH:5]=[CH:6][C:7]([O:8][CH3:27])=[C:2]([OH:1])[CH:3]=2)(=[O:11])=[O:10])=[CH:17][CH:16]=1)=[O:26]. The catalyst class is: 9.